From a dataset of Forward reaction prediction with 1.9M reactions from USPTO patents (1976-2016). Predict the product of the given reaction. (1) Given the reactants [F:1][C:2]1[CH:7]=[CH:6][C:5]([N:8]2[CH:13]=[CH:12][C:11]([I:14])=[C:10]([CH:15]=[O:16])[C:9]2=[O:17])=[CH:4][CH:3]=1.P([O-])(O)(O)=[O:19].[Na+].CC(=CC)C.C1COCC1.Cl([O-])=O.[Na+], predict the reaction product. The product is: [F:1][C:2]1[CH:3]=[CH:4][C:5]([N:8]2[CH:13]=[CH:12][C:11]([I:14])=[C:10]([C:15]([OH:19])=[O:16])[C:9]2=[O:17])=[CH:6][CH:7]=1. (2) Given the reactants [F:1][C:2]1[C:7]([NH2:8])=[C:6]([N+:9]([O-])=O)[CH:5]=[CH:4][C:3]=1[NH:12][CH2:13][C:14]1[CH:19]=[CH:18][C:17]([F:20])=[CH:16][CH:15]=1.[Cl-].[NH4+].CCN(C(C)C)C(C)C.Cl[C:33]([O:35][CH2:36][CH3:37])=[O:34], predict the reaction product. The product is: [CH2:36]([O:35][C:33](=[O:34])[NH:9][C:6]1[CH:5]=[CH:4][C:3]([NH:12][CH2:13][C:14]2[CH:19]=[CH:18][C:17]([F:20])=[CH:16][CH:15]=2)=[C:2]([F:1])[C:7]=1[NH2:8])[CH3:37].